The task is: Regression/Classification. Given a drug SMILES string, predict its absorption, distribution, metabolism, or excretion properties. Task type varies by dataset: regression for continuous measurements (e.g., permeability, clearance, half-life) or binary classification for categorical outcomes (e.g., BBB penetration, CYP inhibition). Dataset: cyp2c9_veith.. This data is from CYP2C9 inhibition data for predicting drug metabolism from PubChem BioAssay. (1) The compound is COc1ccc2[nH]cc(CCNc3nc(-c4c(C)noc4C)nc4ccccc34)c2c1. The result is 1 (inhibitor). (2) The compound is Clc1ccc([C@H](Cn2ccnc2)OCc2csc3c(Cl)cccc23)c(Cl)c1. The result is 1 (inhibitor). (3) The drug is O=C(O)CCCN1CCCCC1. The result is 0 (non-inhibitor). (4) The drug is O=C(Nc1nnc(CCS(=O)(=O)c2ccc(Br)cc2)s1)c1ccc([N+](=O)[O-])cc1. The result is 0 (non-inhibitor). (5) The result is 0 (non-inhibitor). The molecule is CO[C@H]1COC(=O)[C@H](C)NC(=O)C/C=C\[C@@H](C)[C@@H](NS(=O)(=O)c2ccc(C)cc2)COC(=O)[C@H](OCc2ccccc2)/C=C\[C@@H]1C. (6) The compound is N/C(=N\c1nc2ccccc2o1)NC(=O)c1ccccc1F. The result is 1 (inhibitor). (7) The compound is Cc1cc(=O)[nH]c2c1c(C)nn2C1CCOC(C)(C)C1. The result is 0 (non-inhibitor). (8) The drug is Cc1ccc(NC(=O)CN2CCC(NC(=O)Cc3ccccc3)CC2)cc1C. The result is 1 (inhibitor). (9) The compound is COc1ccccc1Nc1nc(-c2sc(NC(=O)c3ccccc3)nc2C)cs1. The result is 1 (inhibitor).